From a dataset of Full USPTO retrosynthesis dataset with 1.9M reactions from patents (1976-2016). Predict the reactants needed to synthesize the given product. (1) The reactants are: [Cl:1][C:2]1[CH:10]=[C:9]([O:11][CH3:12])[C:8]([F:13])=[CH:7][C:3]=1[C:4]([OH:6])=O.CCN=C=NCCCN(C)C.Cl.[Cl:26][C:27]1[C:28]2[N:29]([CH:37]=[C:38]([C:40]([NH:42][NH2:43])=[O:41])[N:39]=2)[CH:30]=[C:31]([C:33]([F:36])([F:35])[F:34])[CH:32]=1. Given the product [Cl:26][C:27]1[C:28]2[N:29]([CH:37]=[C:38]([C:40]([NH:42][NH:43][C:4](=[O:6])[C:3]3[CH:7]=[C:8]([F:13])[C:9]([O:11][CH3:12])=[CH:10][C:2]=3[Cl:1])=[O:41])[N:39]=2)[CH:30]=[C:31]([C:33]([F:34])([F:35])[F:36])[CH:32]=1, predict the reactants needed to synthesize it. (2) Given the product [F:1][C:2]1[C:7]([F:8])=[CH:6][CH:5]=[CH:4][C:3]=1[CH2:9][S:10][C:11]1[N:16]=[C:15]([NH:17][S:18]([N:21]2[CH2:24][CH2:23][CH2:22]2)(=[O:20])=[O:19])[CH:14]=[C:13]([O:25][CH2:26][C@@H:27]([OH:28])[CH2:31][OH:30])[N:12]=1, predict the reactants needed to synthesize it. The reactants are: [F:1][C:2]1[C:7]([F:8])=[CH:6][CH:5]=[CH:4][C:3]=1[CH2:9][S:10][C:11]1[N:16]=[C:15]([NH:17][S:18]([N:21]2[CH2:24][CH2:23][CH2:22]2)(=[O:20])=[O:19])[CH:14]=[C:13]([O:25][CH2:26][C@@H:27]2[CH2:31][O:30]C(C)(C)[O:28]2)[N:12]=1.O.C1(C)C=CC(S([O-])(=O)=O)=CC=1.[NH+]1C=CC=CC=1. (3) Given the product [CH3:31][C:32]1[O:33][C:34]([C:40]([F:43])([F:41])[F:42])=[C:35]([C:37]([NH:1][C:2]2[CH:7]=[CH:6][C:5]([C:8]3[CH:9]=[CH:10][C:11]([CH:14]4[CH2:19][O:18][CH:17]([CH2:20][C:21]([O:23][CH2:24][C:25]5[CH:26]=[CH:27][CH:28]=[CH:29][CH:30]=5)=[O:22])[CH2:16][CH2:15]4)=[CH:12][CH:13]=3)=[CH:4][CH:3]=2)=[O:38])[N:36]=1, predict the reactants needed to synthesize it. The reactants are: [NH2:1][C:2]1[CH:7]=[CH:6][C:5]([C:8]2[CH:13]=[CH:12][C:11]([CH:14]3[CH2:19][O:18][CH:17]([CH2:20][C:21]([O:23][CH2:24][C:25]4[CH:30]=[CH:29][CH:28]=[CH:27][CH:26]=4)=[O:22])[CH2:16][CH2:15]3)=[CH:10][CH:9]=2)=[CH:4][CH:3]=1.[CH3:31][C:32]1[O:33][C:34]([C:40]([F:43])([F:42])[F:41])=[C:35]([C:37](O)=[O:38])[N:36]=1.CCN(C(C)C)C(C)C.CN(C(ON1N=NC2C=CC=NC1=2)=[N+](C)C)C.F[P-](F)(F)(F)(F)F. (4) Given the product [C:1]([C:3]1[CH:8]=[CH:7][C:6]([C:9]2([CH2:29][OH:30])[C:13](=[O:14])[N:12]([C:15]3[CH:22]=[CH:21][C:18]([C:19]#[N:20])=[C:17]([C:23]([F:26])([F:24])[F:25])[CH:16]=3)[C:11](=[O:27])[N:10]2[CH3:28])=[CH:5][CH:4]=1)#[N:2], predict the reactants needed to synthesize it. The reactants are: [C:1]([C:3]1[CH:8]=[CH:7][C:6]([C:9]2([CH2:29][O:30]CC=C)[C:13](=[O:14])[N:12]([C:15]3[CH:22]=[CH:21][C:18]([C:19]#[N:20])=[C:17]([C:23]([F:26])([F:25])[F:24])[CH:16]=3)[C:11](=[O:27])[N:10]2[CH3:28])=[CH:5][CH:4]=1)#[N:2]. (5) Given the product [CH2:1]([O:3][C:4]([C:6]1[N:7]([CH2:18][C:19]2[C:28]3[C:23](=[CH:24][CH:25]=[CH:26][CH:27]=3)[CH:22]=[CH:21][CH:20]=2)[C:8]2[C:13]([C:14]=1[CH:15]=[N:36][OH:37])=[CH:12][C:11]([F:17])=[CH:10][CH:9]=2)=[O:5])[CH3:2], predict the reactants needed to synthesize it. The reactants are: [CH2:1]([O:3][C:4]([C:6]1[N:7]([CH2:18][C:19]2[C:28]3[C:23](=[CH:24][CH:25]=[CH:26][CH:27]=3)[CH:22]=[CH:21][CH:20]=2)[C:8]2[C:13]([C:14]=1[CH:15]=O)=[CH:12][C:11]([F:17])=[CH:10][CH:9]=2)=[O:5])[CH3:2].N1C=CC=CC=1.Cl.[NH2:36][OH:37].